This data is from Reaction yield outcomes from USPTO patents with 853,638 reactions. The task is: Predict the reaction yield, written as a fraction of the theoretical maximum amount of product (1.0 means a 100% yield; for example, 0.34 means a 34% yield). (1) The reactants are [CH2:1]([N:8]1[C:12]([NH2:13])=[CH:11][CH:10]=[N:9]1)[C:2]1[CH:7]=[CH:6][CH:5]=[CH:4][CH:3]=1.[Si:14]([O:21][CH:22]1[CH2:27][CH2:26][C:25](=O)[CH2:24][CH2:23]1)([C:17]([CH3:20])([CH3:19])[CH3:18])([CH3:16])[CH3:15].C(O[BH-](OC(=O)C)OC(=O)C)(=O)C.[Na+]. The catalyst is C(O)(=O)C. The product is [CH2:1]([N:8]1[C:12]([NH:13][CH:25]2[CH2:26][CH2:27][CH:22]([O:21][Si:14]([C:17]([CH3:20])([CH3:19])[CH3:18])([CH3:15])[CH3:16])[CH2:23][CH2:24]2)=[CH:11][CH:10]=[N:9]1)[C:2]1[CH:3]=[CH:4][CH:5]=[CH:6][CH:7]=1. The yield is 0.0900. (2) The reactants are [CH2:1]([N:8](C)[CH2:9][CH:10]1[O:15][C:14]2[CH:16]=[C:17]([S:20]([CH3:23])(=[O:22])=[O:21])[CH:18]=[CH:19][C:13]=2[CH2:12][O:11]1)C1C=CC=CC=1. The catalyst is [Pd].CCO. The product is [CH3:1][NH:8][CH2:9][CH:10]1[O:15][C:14]2[CH:16]=[C:17]([S:20]([CH3:23])(=[O:21])=[O:22])[CH:18]=[CH:19][C:13]=2[CH2:12][O:11]1. The yield is 0.840. (3) The reactants are [CH2:1]([C:5]1=[CH:6][N:7]([C:22]([CH3:25])([CH3:24])[CH3:23])[S:8]/[C:9]/1=[N:10]\[C:11](=[O:21])[C:12]1[CH:17]=[C:16]([CH:18]=[O:19])[CH:15]=[CH:14][C:13]=1[OH:20])[CH2:2][CH2:3][CH3:4].[C:26](=O)([O-])[O-].[Cs+].[Cs+].IC. The catalyst is CN(C=O)C.O. The product is [CH2:1]([C:5]1=[CH:6][N:7]([C:22]([CH3:24])([CH3:23])[CH3:25])[S:8]/[C:9]/1=[N:10]\[C:11](=[O:21])[C:12]1[CH:17]=[C:16]([CH:18]=[O:19])[CH:15]=[CH:14][C:13]=1[O:20][CH3:26])[CH2:2][CH2:3][CH3:4]. The yield is 0.680.